From a dataset of Forward reaction prediction with 1.9M reactions from USPTO patents (1976-2016). Predict the product of the given reaction. Given the reactants C([N:8]1[CH2:12][CH2:11][C@H:10]([N:13]([C:24]2[CH:29]=[CH:28][CH:27]=[C:26]([F:30])[CH:25]=2)[C:14]2[CH:19]=[CH:18][C:17]([C:20]([F:23])([F:22])[F:21])=[CH:16][CH:15]=2)[CH2:9]1)C1C=CC=CC=1.ClC(OC(Cl)C)=O.[C:38]([OH:45])(=[O:44])/[CH:39]=[CH:40]/[C:41]([OH:43])=[O:42], predict the reaction product. The product is: [C:38]([OH:45])(=[O:44])/[CH:39]=[CH:40]/[C:41]([OH:43])=[O:42].[C:38]([OH:45])(=[O:44])/[CH:39]=[CH:40]/[C:41]([OH:43])=[O:42].[F:30][C:26]1[CH:25]=[C:24]([N:13]([C@H:10]2[CH2:11][CH2:12][NH:8][CH2:9]2)[C:14]2[CH:19]=[CH:18][C:17]([C:20]([F:21])([F:23])[F:22])=[CH:16][CH:15]=2)[CH:29]=[CH:28][CH:27]=1.